Dataset: Forward reaction prediction with 1.9M reactions from USPTO patents (1976-2016). Task: Predict the product of the given reaction. Given the reactants [F:1][C:2]1[C:3]([N:10]2[C:18]3[CH:17]=[CH:16][N:15]=[C:14]([O:19][CH3:20])[C:13]=3[C:12]([C:21]3[CH:22]=[N:23][N:24](COCC[Si](C)(C)C)[CH:25]=3)=[N:11]2)=[C:4]([CH:7]=[CH:8][CH:9]=1)[C:5]#[N:6].FC(F)(F)C(O)=O.C(=O)([O-])[O-].[Na+].[Na+], predict the reaction product. The product is: [F:1][C:2]1[C:3]([N:10]2[C:18]3[CH:17]=[CH:16][N:15]=[C:14]([O:19][CH3:20])[C:13]=3[C:12]([C:21]3[CH:25]=[N:24][NH:23][CH:22]=3)=[N:11]2)=[C:4]([CH:7]=[CH:8][CH:9]=1)[C:5]#[N:6].